From a dataset of Catalyst prediction with 721,799 reactions and 888 catalyst types from USPTO. Predict which catalyst facilitates the given reaction. Reactant: [CH3:1][CH:2]([CH2:14]/[C:15](=[CH:23]/[C:24](/[CH3:39])=[CH:25]/[CH:26]([CH3:38])[CH2:27][CH:28]([CH3:37])[CH2:29][CH:30]([CH3:36])[CH2:31][CH:32]([CH3:35])[CH2:33][CH3:34])/[C:16]([O:18]C(C)(C)C)=[O:17])[C:3]([O:5][CH2:6][C:7]([O:9]C(C)(C)C)=[O:8])=[O:4].FC(F)(F)C(O)=O. Product: [C:7]([CH2:6][O:5][C:3](=[O:4])[CH:2]([CH3:1])[CH2:14]/[C:15](=[CH:23]/[C:24](/[CH3:39])=[CH:25]/[CH:26]([CH3:38])[CH2:27][CH:28]([CH3:37])[CH2:29][CH:30]([CH3:36])[CH2:31][CH:32]([CH3:35])[CH2:33][CH3:34])/[C:16]([OH:18])=[O:17])([OH:9])=[O:8]. The catalyst class is: 4.